Dataset: NCI-60 drug combinations with 297,098 pairs across 59 cell lines. Task: Regression. Given two drug SMILES strings and cell line genomic features, predict the synergy score measuring deviation from expected non-interaction effect. (1) Drug 1: CCN(CC)CCCC(C)NC1=C2C=C(C=CC2=NC3=C1C=CC(=C3)Cl)OC. Drug 2: B(C(CC(C)C)NC(=O)C(CC1=CC=CC=C1)NC(=O)C2=NC=CN=C2)(O)O. Cell line: HCT116. Synergy scores: CSS=47.2, Synergy_ZIP=6.27, Synergy_Bliss=5.80, Synergy_Loewe=-8.81, Synergy_HSA=6.12. (2) Drug 2: C(CCl)NC(=O)N(CCCl)N=O. Synergy scores: CSS=13.3, Synergy_ZIP=-6.51, Synergy_Bliss=0.177, Synergy_Loewe=-8.54, Synergy_HSA=1.27. Cell line: IGROV1. Drug 1: CCC1(C2=C(COC1=O)C(=O)N3CC4=CC5=C(C=CC(=C5CN(C)C)O)N=C4C3=C2)O.Cl. (3) Drug 1: C(=O)(N)NO. Drug 2: C(CC(=O)O)C(=O)CN.Cl. Cell line: KM12. Synergy scores: CSS=13.2, Synergy_ZIP=-3.76, Synergy_Bliss=-0.837, Synergy_Loewe=3.28, Synergy_HSA=3.69. (4) Drug 1: CCC1=C2CN3C(=CC4=C(C3=O)COC(=O)C4(CC)O)C2=NC5=C1C=C(C=C5)O. Drug 2: C(CN)CNCCSP(=O)(O)O. Cell line: NCI/ADR-RES. Synergy scores: CSS=34.8, Synergy_ZIP=-7.73, Synergy_Bliss=-2.70, Synergy_Loewe=-77.1, Synergy_HSA=-1.62. (5) Drug 1: CCCS(=O)(=O)NC1=C(C(=C(C=C1)F)C(=O)C2=CNC3=C2C=C(C=N3)C4=CC=C(C=C4)Cl)F. Drug 2: C1CC(C1)(C(=O)O)C(=O)O.[NH2-].[NH2-].[Pt+2]. Cell line: SK-MEL-5. Synergy scores: CSS=54.7, Synergy_ZIP=0.401, Synergy_Bliss=3.25, Synergy_Loewe=2.98, Synergy_HSA=6.13.